This data is from Forward reaction prediction with 1.9M reactions from USPTO patents (1976-2016). The task is: Predict the product of the given reaction. (1) Given the reactants Br[C:2]1[CH:3]=[CH:4][C:5]([C:8]([O:11][Si:12]([C:15]([CH3:18])([CH3:17])[CH3:16])([CH3:14])[CH3:13])([CH3:10])[CH3:9])=[N:6][CH:7]=1.C([Li])CCC.C(O[B:28]1[O:32][C:31]([CH3:34])([CH3:33])[C:30]([CH3:36])([CH3:35])[O:29]1)(C)C, predict the reaction product. The product is: [Si:12]([O:11][C:8]([C:5]1[CH:4]=[CH:3][C:2]([B:28]2[O:32][C:31]([CH3:34])([CH3:33])[C:30]([CH3:36])([CH3:35])[O:29]2)=[CH:7][N:6]=1)([CH3:10])[CH3:9])([C:15]([CH3:18])([CH3:17])[CH3:16])([CH3:14])[CH3:13]. (2) The product is: [Cl:12][C:9]1[CH:10]=[N:11][C:2]([O:20][C:16]2[CH:17]=[CH:18][CH:19]=[C:14]([F:13])[CH:15]=2)=[C:3]([CH:8]=1)[C:4]([O:6][CH3:7])=[O:5]. Given the reactants Cl[C:2]1[N:11]=[CH:10][C:9]([Cl:12])=[CH:8][C:3]=1[C:4]([O:6][CH3:7])=[O:5].[F:13][C:14]1[CH:15]=[C:16]([OH:20])[CH:17]=[CH:18][CH:19]=1.C(=O)([O-])[O-].[K+].[K+], predict the reaction product. (3) Given the reactants [C:1]([O:5][C:6](=[O:25])[N:7]([CH2:9][C:10]1[CH:14]=[C:13](Br)[N:12]([S:16]([C:19]2[CH:20]=[N:21][CH:22]=[CH:23][CH:24]=2)(=[O:18])=[O:17])[CH:11]=1)[CH3:8])([CH3:4])([CH3:3])[CH3:2].[F:26][C:27]1[CH:28]=[C:29](B(O)O)[CH:30]=[CH:31][CH:32]=1.C(=O)([O-])[O-].[Na+].[Na+], predict the reaction product. The product is: [C:1]([O:5][C:6](=[O:25])[N:7]([CH2:9][C:10]1[CH:14]=[C:13]([C:31]2[CH:30]=[CH:29][CH:28]=[C:27]([F:26])[CH:32]=2)[N:12]([S:16]([C:19]2[CH:20]=[N:21][CH:22]=[CH:23][CH:24]=2)(=[O:18])=[O:17])[CH:11]=1)[CH3:8])([CH3:4])([CH3:3])[CH3:2]. (4) The product is: [Cl:1][C:2]1[CH:7]=[CH:6][C:5]([CH:8]2[C:15]3[C:14]([CH3:16])=[N:13][N:12]([CH:17]4[CH2:19][CH2:18]4)[C:11]=3[C:10](=[O:20])[N:9]2[C:22]2[CH:23]=[C:24]([CH3:32])[C:25]3[N:26]([C:28]([CH3:31])=[N:29][N:30]=3)[N:27]=2)=[CH:4][CH:3]=1. Given the reactants [Cl:1][C:2]1[CH:7]=[CH:6][C:5]([CH:8]2[C:15]3[C:14]([CH3:16])=[N:13][N:12]([CH:17]4[CH2:19][CH2:18]4)[C:11]=3[C:10](=[O:20])[NH:9]2)=[CH:4][CH:3]=1.Cl[C:22]1[CH:23]=[C:24]([CH3:32])[C:25]2[N:26]([C:28]([CH3:31])=[N:29][N:30]=2)[N:27]=1, predict the reaction product.